Dataset: Reaction yield outcomes from USPTO patents with 853,638 reactions. Task: Predict the reaction yield, written as a fraction of the theoretical maximum amount of product (1.0 means a 100% yield; for example, 0.34 means a 34% yield). The reactants are [C:1](Cl)(=[O:8])[C:2]1[CH:7]=[CH:6][CH:5]=[CH:4][CH:3]=1.[F:10][C:11]1[CH:12]=[C:13]([NH:19][N:20]=[CH:21][CH3:22])[CH:14]=[CH:15][C:16]=1[O:17][CH3:18]. The product is [CH:21](=[N:20][N:19]([C:13]1[CH:14]=[CH:15][C:16]([O:17][CH3:18])=[C:11]([F:10])[CH:12]=1)[C:1](=[O:8])[C:2]1[CH:7]=[CH:6][CH:5]=[CH:4][CH:3]=1)[CH3:22]. The catalyst is N1C=CC=CC=1. The yield is 0.470.